This data is from Full USPTO retrosynthesis dataset with 1.9M reactions from patents (1976-2016). The task is: Predict the reactants needed to synthesize the given product. (1) Given the product [CH:13]1([C:8]2[CH:9]=[CH:10][CH:11]=[CH:12][C:7]=2[B:21]([OH:22])[OH:20])[CH2:18][CH2:17][CH2:16][CH2:15][CH2:14]1, predict the reactants needed to synthesize it. The reactants are: C([Li])CCC.Br[C:7]1[CH:12]=[CH:11][CH:10]=[CH:9][C:8]=1[CH:13]1[CH2:18][CH2:17][CH2:16][CH2:15][CH2:14]1.C[O:20][B:21](OC)[O:22]C.Cl. (2) Given the product [F:52][C:51]([F:54])([F:53])[C:49]([OH:55])=[O:50].[NH:27]([C:24]1[CH:25]=[CH:26][C:21]([C:20]([O:19][C:17]2[CH:18]=[C:13]([C:10]3[CH2:9][C:8]([CH2:7][C:6]([OH:48])=[O:5])([C:41]([OH:43])=[O:42])[O:12][N:11]=3)[CH:14]=[C:15]([CH2:32][CH2:33][C:34]([OH:36])=[O:35])[CH:16]=2)=[O:31])=[CH:22][CH:23]=1)[C:28]([NH2:30])=[NH:29], predict the reactants needed to synthesize it. The reactants are: C([O:5][C:6](=[O:48])[CH2:7][C:8]1([C:41]([O:43]C(C)(C)C)=[O:42])[O:12][N:11]=[C:10]([C:13]2[CH:18]=[C:17]([O:19][C:20](=[O:31])[C:21]3[CH:26]=[CH:25][C:24]([NH:27][C:28]([NH2:30])=[NH:29])=[CH:23][CH:22]=3)[CH:16]=[C:15]([CH2:32][CH2:33][C:34]([O:36]C(C)(C)C)=[O:35])[CH:14]=2)[CH2:9]1)(C)(C)C.[C:49]([OH:55])([C:51]([F:54])([F:53])[F:52])=[O:50]. (3) Given the product [CH3:1][C:2]1[CH:7]=[CH:6][N:5]2[C:8]([C:11]([NH:25][C:26]3[CH:27]=[C:28]([C:33]4[N:37]=[C:36]([CH2:38][CH2:39][C:40](=[O:42])[CH3:41])[O:35][N:34]=4)[CH:29]=[CH:30][C:31]=3[CH3:32])=[O:13])=[CH:9][N:10]=[C:4]2[CH:3]=1, predict the reactants needed to synthesize it. The reactants are: [CH3:1][C:2]1[CH:7]=[CH:6][N:5]2[C:8]([C:11]([OH:13])=O)=[CH:9][N:10]=[C:4]2[CH:3]=1.C(Cl)(=O)C(Cl)=O.CN(C=O)C.[NH2:25][C:26]1[CH:27]=[C:28]([C:33]2[N:37]=[C:36]([CH2:38][CH2:39][C:40](=[O:42])[CH3:41])[O:35][N:34]=2)[CH:29]=[CH:30][C:31]=1[CH3:32]. (4) Given the product [O:7]([C:8]1[CH:13]=[CH:12][CH:11]=[CH:10][C:9]=1[CH2:14][C:15]1[CH:16]=[CH:17][C:18](/[CH:21]=[CH:22]/[C:23]([O:25][CH2:26][CH3:27])=[O:24])=[CH:19][CH:20]=1)[C@@H:6]1[O:28][C@H:29]([CH2:40][OH:41])[C@@H:30]([OH:36])[C@H:31]([OH:32])[C@H:5]1[OH:4], predict the reactants needed to synthesize it. The reactants are: C([O:4][C@@H:5]1[C@@H:31]([O:32]C(=O)C)[C@H:30]([O:36]C(=O)C)[C@@H:29]([CH2:40][O:41]C(=O)C)[O:28][C@H:6]1[O:7][C:8]1[CH:13]=[CH:12][CH:11]=[CH:10][C:9]=1[CH2:14][C:15]1[CH:20]=[CH:19][C:18](/[CH:21]=[CH:22]/[C:23]([O:25][CH2:26][CH3:27])=[O:24])=[CH:17][CH:16]=1)(=O)C.C[O-].[Na+].